The task is: Predict which catalyst facilitates the given reaction.. This data is from Catalyst prediction with 721,799 reactions and 888 catalyst types from USPTO. (1) Reactant: [ClH:1].[Cl-:2].[NH2:3][C:4]([CH3:17])([CH3:16])[CH2:5][CH2:6][N+:7]1([CH3:15])[CH2:12][CH2:11][C:10]([CH3:14])([CH3:13])[CH2:9][CH2:8]1.C(O[Cl:23])(C)(C)C. Product: [Cl-:23].[Cl:1][N:3]([Cl:2])[C:4]([CH3:17])([CH3:16])[CH2:5][CH2:6][N+:7]1([CH3:15])[CH2:12][CH2:11][C:10]([CH3:13])([CH3:14])[CH2:9][CH2:8]1. The catalyst class is: 24. (2) Reactant: [Cl:1][C:2]1[CH:3]=[CH:4][C:5](=[O:8])[NH:6][N:7]=1.[C:9](=O)([O-])[O-].[K+].[K+].CI.O. Product: [Cl:1][C:2]1[CH:3]=[CH:4][C:5](=[O:8])[N:6]([CH3:9])[N:7]=1. The catalyst class is: 3. (3) Reactant: [F:1][C:2]1[CH:10]=[C:9]([O:11][CH3:12])[CH:8]=[C:7]([F:13])[C:3]=1[C:4]([OH:6])=O.CN(C(ON1N=NC2C=CC=NC1=2)=[N+](C)C)C.F[P-](F)(F)(F)(F)F.CCN(CC)CC.[NH2:45][C:46]1[CH:62]=[CH:61][C:49]([O:50][CH2:51][CH2:52][NH:53]C(=O)OC(C)(C)C)=[C:48]([C:63]2[N:67]([CH3:68])[N:66]=[CH:65][CH:64]=2)[CH:47]=1.[C:69]([OH:75])([C:71]([F:74])([F:73])[F:72])=[O:70]. Product: [F:72][C:71]([F:74])([F:73])[C:69]([OH:75])=[O:70].[NH2:53][CH2:52][CH2:51][O:50][C:49]1[CH:61]=[CH:62][C:46]([NH:45][C:4](=[O:6])[C:3]2[C:7]([F:13])=[CH:8][C:9]([O:11][CH3:12])=[CH:10][C:2]=2[F:1])=[CH:47][C:48]=1[C:63]1[N:67]([CH3:68])[N:66]=[CH:65][CH:64]=1. The catalyst class is: 2.